Task: Predict the product of the given reaction.. Dataset: Forward reaction prediction with 1.9M reactions from USPTO patents (1976-2016) Given the reactants Br[CH:2]([CH3:26])[C:3]([C:5]1[CH:25]=[CH:24][C:8]([O:9][CH2:10][CH2:11][CH2:12][CH2:13][CH2:14][O:15][C:16]2[CH:23]=[CH:22][C:19]([C:20]#[N:21])=[CH:18][CH:17]=2)=[CH:7][CH:6]=1)=O.C(O)C.[C:30]([NH2:33])(=[S:32])[CH3:31], predict the reaction product. The product is: [CH3:31][C:30]1[S:32][C:2]([CH3:26])=[C:3]([C:5]2[CH:25]=[CH:24][C:8]([O:9][CH2:10][CH2:11][CH2:12][CH2:13][CH2:14][O:15][C:16]3[CH:23]=[CH:22][C:19]([C:20]#[N:21])=[CH:18][CH:17]=3)=[CH:7][CH:6]=2)[N:33]=1.